From a dataset of Reaction yield outcomes from USPTO patents with 853,638 reactions. Predict the reaction yield, written as a fraction of the theoretical maximum amount of product (1.0 means a 100% yield; for example, 0.34 means a 34% yield). (1) The reactants are [CH3:1][O:2][C:3]1[C:12]2[C:7](=[CH:8][CH:9]=[CH:10][CH:11]=2)[C:6]([NH:13][S:14]([C:17]2S[CH:19]=[CH:20][CH:21]=2)(=[O:16])=[O:15])=[CH:5][C:4]=1[S:22][CH2:23][C:24]([O:26][CH3:27])=[O:25].[C:28]1(S(Cl)(=O)=O)C=CC=C[CH:29]=1. No catalyst specified. The product is [CH3:1][O:2][C:3]1[C:12]2[C:7](=[CH:8][CH:9]=[CH:10][CH:11]=2)[C:6]([NH:13][S:14]([C:17]2[CH:21]=[CH:20][CH:19]=[CH:29][CH:28]=2)(=[O:15])=[O:16])=[CH:5][C:4]=1[S:22][CH2:23][C:24]([O:26][CH3:27])=[O:25]. The yield is 0.640. (2) The reactants are [OH:1][C@:2]([CH3:38])([CH2:36][I:37])[C:3](=[O:35])[C@@H:4]([NH:12][C:13](=[O:34])[C@@H:14]([NH:18][C:19](=[O:33])[C@@H:20]([NH:24][C:25]([C:27]1[S:31][C:30]([CH3:32])=[N:29][CH:28]=1)=[O:26])[CH2:21][O:22][CH3:23])[CH2:15][O:16][CH3:17])[CH2:5][C:6]1[CH:11]=[CH:10][CH:9]=[CH:8][CH:7]=1.[C:39]([O:42][CH2:43][CH2:44][CH2:45][CH2:46][C:47](O[C:47](=[O:48])[CH2:46][CH2:45][CH2:44][CH2:43][O:42][C:39](=[O:41])[CH3:40])=[O:48])(=[O:41])[CH3:40]. The catalyst is CN(C1C=CN=CC=1)C.N1C=CC=CC=1.O.ClCCl. The product is [C:39]([O:42][CH2:43][CH2:44][CH2:45][CH2:46][C:47]([O:1][C@@:2]([CH3:38])([C:3](=[O:35])[C@@H:4]([NH:12][C:13](=[O:34])[C@@H:14]([NH:18][C:19](=[O:33])[C@@H:20]([NH:24][C:25]([C:27]1[S:31][C:30]([CH3:32])=[N:29][CH:28]=1)=[O:26])[CH2:21][O:22][CH3:23])[CH2:15][O:16][CH3:17])[CH2:5][C:6]1[CH:7]=[CH:8][CH:9]=[CH:10][CH:11]=1)[CH2:36][I:37])=[O:48])(=[O:41])[CH3:40]. The yield is 0.550. (3) The reactants are [F:1][C:2]1[CH:3]=[C:4]([C@H:10]([NH:13]C(=O)OC(C)(C)C)[CH2:11][OH:12])[CH:5]=[C:6]([CH2:8][F:9])[CH:7]=1.Cl. The catalyst is C(Cl)Cl. The product is [NH2:13][C@@H:10]([C:4]1[CH:5]=[C:6]([CH2:8][F:9])[CH:7]=[C:2]([F:1])[CH:3]=1)[CH2:11][OH:12]. The yield is 1.00.